This data is from Catalyst prediction with 721,799 reactions and 888 catalyst types from USPTO. The task is: Predict which catalyst facilitates the given reaction. (1) Reactant: [C:1]([O:5][C:6]([N:8]1[CH2:12][C@H:11]([OH:13])[CH2:10][C@H:9]1[CH2:14][OH:15])=[O:7])([CH3:4])([CH3:3])[CH3:2].N1C=CN=C1.[Si:21](Cl)([C:34]([CH3:37])([CH3:36])[CH3:35])([C:28]1[CH:33]=[CH:32][CH:31]=[CH:30][CH:29]=1)[C:22]1[CH:27]=[CH:26][CH:25]=[CH:24][CH:23]=1.O. Product: [C:1]([O:5][C:6]([N:8]1[CH2:12][C@H:11]([OH:13])[CH2:10][C@H:9]1[CH2:14][O:15][Si:21]([C:34]([CH3:37])([CH3:36])[CH3:35])([C:28]1[CH:29]=[CH:30][CH:31]=[CH:32][CH:33]=1)[C:22]1[CH:27]=[CH:26][CH:25]=[CH:24][CH:23]=1)=[O:7])([CH3:4])([CH3:3])[CH3:2]. The catalyst class is: 3. (2) Reactant: [CH3:1][N:2]1[CH:15]([CH3:16])[CH2:14][C:5]2[NH:6][C:7]3[CH:8]=[CH:9][C:10]([CH3:13])=[CH:11][C:12]=3[C:4]=2[CH2:3]1.[H-].[Na+].[CH3:19][C:20]1([C:23]2[CH:28]=[CH:27][N:26]=[CH:25][CH:24]=2)[CH2:22][O:21]1. Product: [N:26]1[CH:27]=[CH:28][C:23]([C:20]([OH:21])([CH3:22])[CH2:19][N:6]2[C:7]3[CH:8]=[CH:9][C:10]([CH3:13])=[CH:11][C:12]=3[C:4]3[CH2:3][N:2]([CH3:1])[CH:15]([CH3:16])[CH2:14][C:5]2=3)=[CH:24][CH:25]=1. The catalyst class is: 3. (3) Reactant: [Cl:1][C:2]1[N:7]=[CH:6][C:5]([S:8]([N:11]([CH2:18][CH:19]([OH:22])[CH2:20][OH:21])[C:12]2[CH:17]=[CH:16][CH:15]=[CH:14][CH:13]=2)(=[O:10])=[O:9])=[CH:4][CH:3]=1.CO[C:25](OC)([CH3:27])[CH3:26].CC1C=CC(S(O)(=O)=O)=CC=1. Product: [Cl:1][C:2]1[N:7]=[CH:6][C:5]([S:8]([N:11]([CH2:18][CH:19]2[CH2:20][O:21][C:25]([CH3:27])([CH3:26])[O:22]2)[C:12]2[CH:17]=[CH:16][CH:15]=[CH:14][CH:13]=2)(=[O:10])=[O:9])=[CH:4][CH:3]=1. The catalyst class is: 31. (4) Reactant: [CH3:1][O:2][CH2:3][CH2:4][NH:5][CH3:6].[F:7][C:8]([F:36])([F:35])[C:9]1[N:13]2[N:14]=[C:15]([N:18]3[CH2:23][CH2:22][CH:21]([C:24]4[CH:34]=[CH:33][C:27]([O:28][CH2:29][C:30]([OH:32])=O)=[CH:26][CH:25]=4)[CH2:20][CH2:19]3)[CH2:16][CH2:17][C:12]2=[N:11][N:10]=1.CN(C(ON1N=NC2C=CC=NC1=2)=[N+](C)C)C.F[P-](F)(F)(F)(F)F.CCN(C(C)C)C(C)C. Product: [CH3:1][O:2][CH2:3][CH2:4][N:5]([CH3:6])[C:30](=[O:32])[CH2:29][O:28][C:27]1[CH:26]=[CH:25][C:24]([CH:21]2[CH2:22][CH2:23][N:18]([C:15]3[CH2:16][CH2:17][C:12]4[N:13]([C:9]([C:8]([F:7])([F:36])[F:35])=[N:10][N:11]=4)[N:14]=3)[CH2:19][CH2:20]2)=[CH:34][CH:33]=1. The catalyst class is: 3.